This data is from Full USPTO retrosynthesis dataset with 1.9M reactions from patents (1976-2016). The task is: Predict the reactants needed to synthesize the given product. (1) The reactants are: [H-].[Na+].[OH:3][CH:4]1[CH2:9][CH2:8][CH:7]([N:10]([CH3:18])[C:11](=[O:17])[O:12][C:13]([CH3:16])([CH3:15])[CH3:14])[CH2:6][CH2:5]1.[Si:19]([O:26][CH2:27][C@H:28]1[CH2:39][CH2:38][C:37]2[S:36][C:35]3[N:34]=[CH:33][N:32]=[C:31](Cl)[C:30]=3[C:29]1=2)([C:22]([CH3:25])([CH3:24])[CH3:23])([CH3:21])[CH3:20]. Given the product [Si:19]([O:26][CH2:27][C@H:28]1[CH2:39][CH2:38][C:37]2[S:36][C:35]3[N:34]=[CH:33][N:32]=[C:31]([O:3][CH:4]4[CH2:9][CH2:8][CH:7]([N:10]([CH3:18])[C:11](=[O:17])[O:12][C:13]([CH3:14])([CH3:15])[CH3:16])[CH2:6][CH2:5]4)[C:30]=3[C:29]1=2)([C:22]([CH3:25])([CH3:23])[CH3:24])([CH3:21])[CH3:20], predict the reactants needed to synthesize it. (2) The reactants are: Cl.[CH3:2][O:3][NH:4][CH3:5].[CH3:6][S:7]([C:10]1[CH:15]=[CH:14][C:13]([CH:16]([CH2:20][CH:21]2[CH2:25][CH2:24][O:23][CH2:22]2)[C:17]([OH:19])=O)=[CH:12][CH:11]=1)(=[O:9])=[O:8].Cl.CN(C)CCCN=C=NCC.ON1C2C=CC=CC=2N=N1. Given the product [CH3:2][O:3][N:4]([CH3:5])[C:17](=[O:19])[CH:16]([C:13]1[CH:12]=[CH:11][C:10]([S:7]([CH3:6])(=[O:8])=[O:9])=[CH:15][CH:14]=1)[CH2:20][CH:21]1[CH2:25][CH2:24][O:23][CH2:22]1, predict the reactants needed to synthesize it. (3) Given the product [CH3:1][O:2][C:3]1[C:7]([CH2:8][NH2:9])=[CH:6][N:5]([C:20]2[CH:25]=[N:24][C:23]([C:26]([F:29])([F:27])[F:28])=[N:22][CH:21]=2)[N:4]=1, predict the reactants needed to synthesize it. The reactants are: [CH3:1][O:2][C:3]1[C:7]([CH2:8][N:9]2C(=O)C3C(=CC=CC=3)C2=O)=[CH:6][N:5]([C:20]2[CH:21]=[N:22][C:23]([C:26]([F:29])([F:28])[F:27])=[N:24][CH:25]=2)[N:4]=1.O.NN. (4) Given the product [OH:1][CH:2]([C:4]1[CH:5]=[C:6]([CH:9]=[CH:10][CH:11]=1)[C:7]#[N:8])[CH2:3][N:12]1[CH2:17][CH2:16][O:15][CH2:14][CH2:13]1, predict the reactants needed to synthesize it. The reactants are: [O:1]1[CH2:3][CH:2]1[C:4]1[CH:5]=[C:6]([CH:9]=[CH:10][CH:11]=1)[C:7]#[N:8].[NH:12]1[CH2:17][CH2:16][O:15][CH2:14][CH2:13]1. (5) Given the product [CH3:20][C:18]1[C:17](=[O:21])[NH:16][C:15](=[O:22])[N:14]([CH2:13][C:10]2[CH:9]=[CH:8][C:7]([CH2:6][CH2:5][C:4]([OH:23])=[O:3])=[CH:12][CH:11]=2)[CH:19]=1, predict the reactants needed to synthesize it. The reactants are: C([O:3][C:4](=[O:23])[CH2:5][CH2:6][C:7]1[CH:12]=[CH:11][C:10]([CH2:13][N:14]2[CH:19]=[C:18]([CH3:20])[C:17](=[O:21])[NH:16][C:15]2=[O:22])=[CH:9][CH:8]=1)C.[OH-].[Na+]. (6) Given the product [OH:14][CH:11]1[CH2:12][CH2:13][N:8]([C:5]2[N:6]=[CH:7][C:2]([C:24]3[CH:23]=[N:22][CH:21]=[C:20]([C:18]([O:17][CH2:15][CH3:16])=[O:19])[CH:25]=3)=[CH:3][CH:4]=2)[CH2:9][CH2:10]1, predict the reactants needed to synthesize it. The reactants are: Br[C:2]1[CH:3]=[CH:4][C:5]([N:8]2[CH2:13][CH2:12][CH:11]([OH:14])[CH2:10][CH2:9]2)=[N:6][CH:7]=1.[CH2:15]([O:17][C:18]([C:20]1[CH:21]=[N:22][CH:23]=[C:24](B2OC(C)(C)C(C)(C)O2)[CH:25]=1)=[O:19])[CH3:16].C([O-])([O-])=O.[Cs+].[Cs+]. (7) Given the product [CH2:19]([O:21][C:22]([C:23]1[S:24][C:2]2[CH:9]=[CH:8][C:7]([N+:10]([O-:12])=[O:11])=[CH:6][C:3]=2[CH:4]=1)=[O:25])[CH3:20], predict the reactants needed to synthesize it. The reactants are: Cl[C:2]1[CH:9]=[CH:8][C:7]([N+:10]([O-:12])=[O:11])=[CH:6][C:3]=1[CH:4]=O.C([O-])([O-])=O.[K+].[K+].[CH2:19]([O:21][C:22](=[O:25])[CH2:23][SH:24])[CH3:20].O. (8) The reactants are: [ClH:1].Cl.Cl.S1C(C2C=CN=C(NCCCN3CCN(C)CC3)N=2)=CC2C=CC=CC1=2.[CH:30]1([NH:33][C:34]([C:36]2[C:44]3[CH:43]=[C:42]([C:45]4[C:50]([Cl:51])=[CH:49][N:48]=[C:47](Cl)[N:46]=4)[S:41][C:40]=3[CH:39]=[CH:38][CH:37]=2)=[O:35])[CH2:32][CH2:31]1.C(OC([N:60]1[CH2:65][CH2:64][N:63]([CH2:66][CH2:67][NH2:68])[CH2:62][CH2:61]1)=O)(C)(C)C. Given the product [ClH:51].[ClH:1].[ClH:51].[CH:30]1([NH:33][C:34]([C:36]2[C:44]3[CH:43]=[C:42]([C:45]4[C:50]([Cl:51])=[CH:49][N:48]=[C:47]([NH:68][CH2:67][CH2:66][N:63]5[CH2:64][CH2:65][NH:60][CH2:61][CH2:62]5)[N:46]=4)[S:41][C:40]=3[CH:39]=[CH:38][CH:37]=2)=[O:35])[CH2:32][CH2:31]1, predict the reactants needed to synthesize it.